Task: Predict the reaction yield, written as a fraction of the theoretical maximum amount of product (1.0 means a 100% yield; for example, 0.34 means a 34% yield).. Dataset: Reaction yield outcomes from USPTO patents with 853,638 reactions (1) The reactants are [Cl:1][C:2]1[CH:3]=[C:4]([C:9]2[O:15][C:12]([CH:13]=O)=[CH:11][CH:10]=2)[CH:5]=[CH:6][C:7]=1[Cl:8].[N+:16]([CH3:19])([O-])=O.C([O-])(=O)C.[NH4+]. The catalyst is C(O)(=O)C. The product is [Cl:1][C:2]1[CH:3]=[C:4]([C:9]2[O:15][C:12](/[CH:13]=[CH:19]/[NH2:16])=[CH:11][CH:10]=2)[CH:5]=[CH:6][C:7]=1[Cl:8]. The yield is 0.830. (2) The reactants are CON(C)[C:4](=[O:18])[CH:5]([O:16][CH3:17])[C:6]1[CH:15]=[CH:14][C:9]2[N:10]([CH3:13])[N:11]=[N:12][C:8]=2[CH:7]=1.[Br:20][C:21]1[C:26]([O:27][CH3:28])=[CH:25][C:24]([C:29]2[O:30][CH:31]=[CH:32][CH:33]=2)=[CH:23][C:22]=1[O:34][CH3:35]. No catalyst specified. The product is [Br:20][C:21]1[C:22]([O:34][CH3:35])=[CH:23][C:24]([C:29]2[O:30][C:31]([C:4](=[O:18])[CH:5]([O:16][CH3:17])[C:6]3[CH:15]=[CH:14][C:9]4[N:10]([CH3:13])[N:11]=[N:12][C:8]=4[CH:7]=3)=[CH:32][CH:33]=2)=[CH:25][C:26]=1[O:27][CH3:28]. The yield is 0.340. (3) The reactants are C(OC([N:8]1[CH2:13][C@@H:12]([CH3:14])[N:11]([CH2:15][CH2:16][CH2:17][N:18]([CH:30]2[CH2:39][C:38]3[C:33](=[CH:34][CH:35]=[C:36]([Br:40])[CH:37]=3)[O:32][CH2:31]2)[C:19]([NH:21][C:22]2[CH:27]=[CH:26][C:25]([F:28])=[C:24]([Cl:29])[CH:23]=2)=[O:20])[CH2:10][C@@H:9]1[CH3:41])=O)(C)(C)C.C(O)(C(F)(F)F)=O.C(Cl)Cl. The catalyst is C1(C)C=CC=CC=1. The product is [Br:40][C:36]1[CH:37]=[C:38]2[C:33](=[CH:34][CH:35]=1)[O:32][CH2:31][CH:30]([N:18]([CH2:17][CH2:16][CH2:15][N:11]1[CH2:10][C@H:9]([CH3:41])[NH:8][CH2:13][C@H:12]1[CH3:14])[C:19]([NH:21][C:22]1[CH:27]=[CH:26][C:25]([F:28])=[C:24]([Cl:29])[CH:23]=1)=[O:20])[CH2:39]2. The yield is 0.960. (4) The catalyst is O1CCOCC1.C(Cl)Cl. The reactants are [Cl:1][C:2]1[N:3]=[C:4](Cl)[C:5]2[C:10]([C:11]3[CH:20]=[CH:19][C:14]([C:15]([NH:17][CH3:18])=[O:16])=[CH:13][CH:12]=3)=[CH:9][N:8]([CH2:21][O:22][CH2:23][CH2:24][Si:25]([CH3:28])([CH3:27])[CH3:26])[C:6]=2[N:7]=1.[F:30][C:31]1([F:36])[CH2:34][CH:33]([OH:35])[CH2:32]1.CC(C)([O-])C.[Na+]. The yield is 0.641. The product is [Cl:1][C:2]1[N:3]=[C:4]([O:35][CH:33]2[CH2:34][C:31]([F:36])([F:30])[CH2:32]2)[C:5]2[C:10]([C:11]3[CH:12]=[CH:13][C:14]([C:15]([NH:17][CH3:18])=[O:16])=[CH:19][CH:20]=3)=[CH:9][N:8]([CH2:21][O:22][CH2:23][CH2:24][Si:25]([CH3:26])([CH3:27])[CH3:28])[C:6]=2[N:7]=1. (5) The reactants are [CH3:1][C:2]1([CH3:8])[CH2:6][CH2:5][O:4][C:3]1=[O:7].[OH-:9].[K+:10]. The yield is 0.710. The product is [OH:4][CH2:5][CH2:6][C:2]([CH3:8])([CH3:1])[C:3]([O-:9])=[O:7].[K+:10]. The catalyst is C1C=CC2C(C3C=CC(O)=CC=3)(C3C=CC(O)=CC=3)OC(=O)C=2C=1.CCO.O. (6) The reactants are C(OC(=O)[NH:10][C@@H:11]1[CH2:17][CH2:16][CH2:15][N:14]([C:18]2[N:19]([CH3:40])[N:20]=[CH:21][C:22]=2[NH:23][C:24]([C:26]2[N:27]=[C:28](Br)[S:29][C:30]=2[NH:31]C(OC(C)(C)C)=O)=[O:25])[CH2:13][CH2:12]1)C1C=CC=CC=1.[CH:42]1([C:45]2[CH:50]=[CH:49][C:48](B3OC(C)(C)C(C)(C)O3)=[C:47]([F:60])[CH:46]=2)[CH2:44][CH2:43]1. No catalyst specified. The product is [NH2:31][C:30]1[S:29][C:28]([C:48]2[CH:49]=[CH:50][C:45]([CH:42]3[CH2:44][CH2:43]3)=[CH:46][C:47]=2[F:60])=[N:27][C:26]=1[C:24]([NH:23][C:22]1[CH:21]=[N:20][N:19]([CH3:40])[C:18]=1[N:14]1[CH2:15][CH2:16][CH2:17][C@@H:11]([NH2:10])[CH2:12][CH2:13]1)=[O:25]. The yield is 0.378.